From a dataset of NCI-60 drug combinations with 297,098 pairs across 59 cell lines. Regression. Given two drug SMILES strings and cell line genomic features, predict the synergy score measuring deviation from expected non-interaction effect. (1) Drug 1: C1=NC2=C(N=C(N=C2N1C3C(C(C(O3)CO)O)F)Cl)N. Drug 2: C(CN)CNCCSP(=O)(O)O. Cell line: M14. Synergy scores: CSS=18.8, Synergy_ZIP=-2.70, Synergy_Bliss=-0.440, Synergy_Loewe=-25.9, Synergy_HSA=-1.47. (2) Drug 1: CC(C1=C(C=CC(=C1Cl)F)Cl)OC2=C(N=CC(=C2)C3=CN(N=C3)C4CCNCC4)N. Drug 2: CC1=CC2C(CCC3(C2CCC3(C(=O)C)OC(=O)C)C)C4(C1=CC(=O)CC4)C. Cell line: NCI-H226. Synergy scores: CSS=-0.843, Synergy_ZIP=1.28, Synergy_Bliss=-1.96, Synergy_Loewe=-14.1, Synergy_HSA=-7.61.